From a dataset of Reaction yield outcomes from USPTO patents with 853,638 reactions. Predict the reaction yield, written as a fraction of the theoretical maximum amount of product (1.0 means a 100% yield; for example, 0.34 means a 34% yield). (1) The reactants are [Cl:1][C:2]1[C:14]([F:15])=[CH:13][CH:12]=[C:11]2[C:3]=1[C:4]1[CH2:5][CH2:6][CH2:7][C:8]([C:31]([F:34])([F:33])[F:32])([O:26][Si](C)(C)C)[C:9]=1[N:10]2S(C1C=CC(C)=CC=1)(=O)=O.[OH-].[K+].CCO. The catalyst is C1COCC1.O. The product is [Cl:1][C:2]1[C:14]([F:15])=[CH:13][CH:12]=[C:11]2[C:3]=1[C:4]1[CH2:5][CH2:6][CH2:7][C:8]([C:31]([F:32])([F:33])[F:34])([OH:26])[C:9]=1[NH:10]2. The yield is 0.550. (2) The reactants are [N+:1]([C:4]1[CH:5]=[C:6]([CH:8]=[CH:9][CH:10]=1)[NH2:7])([O-:3])=[O:2].[N:11]([O-])=O.[Na+].[Cl:15][Sn]Cl.O. The catalyst is O.Cl. The product is [ClH:15].[N+:1]([C:4]1[CH:5]=[C:6]([NH:7][NH2:11])[CH:8]=[CH:9][CH:10]=1)([O-:3])=[O:2]. The yield is 0.730. (3) The reactants are [NH2:1][C:2]1[CH:3]=[C:4]([CH:8]=[CH:9][C:10]=1[CH2:11][CH3:12])[C:5]([OH:7])=[O:6].[N:13](OC(C)(C)C)=O.C([O-])(=O)C.[K+].C1OCCOCCOCCOCCOCCOC1. The catalyst is O1CCCC1.C(Cl)(Cl)Cl. The product is [C:5]([C:4]1[CH:3]=[C:2]2[C:10]([C:11]([CH3:12])=[N:13][NH:1]2)=[CH:9][CH:8]=1)([OH:7])=[O:6]. The yield is 0.170. (4) The reactants are Br[C:2]1[CH:7]=[CH:6][N:5]2[N:8]=[CH:9][C:10]([CH:11]=[O:12])=[C:4]2[CH:3]=1.C([Sn](CCCC)(CCCC)[CH:18]1[CH2:20][CH2:19]1)CCC. No catalyst specified. The product is [CH:18]1([C:2]2[CH:7]=[CH:6][N:5]3[N:8]=[CH:9][C:10]([CH:11]=[O:12])=[C:4]3[CH:3]=2)[CH2:20][CH2:19]1. The yield is 0.740. (5) The reactants are C1N=CN(C(N2C=NC=C2)=O)C=1.OC(C(F)(F)F)=O.[CH:20]1([C:26]2[C:27]3[CH:28]=[CH:29][C:30]([C:57](OC(C)(C)C)=[O:58])=[CH:31][C:32]=3[N:33]3[CH2:39][C:38]([C:40]([N:42]4[CH:47]5[CH2:48][CH2:49][CH:43]4[CH2:44][N:45]([CH3:50])[CH2:46]5)=[O:41])=[CH:37][C:36]4[CH:51]=[C:52]([O:55][CH3:56])[CH:53]=[CH:54][C:35]=4[C:34]=23)[CH2:25][CH2:24][CH2:23][CH2:22][CH2:21]1.[CH2:64]([C:66]1([S:69]([NH2:72])(=[O:71])=[O:70])[CH2:68][CH2:67]1)[CH3:65].C1CCN2C(=NCCC2)CC1. The catalyst is C1COCC1. The product is [CH:20]1([C:26]2[C:27]3[CH:28]=[CH:29][C:30]([C:57]([NH:72][S:69]([C:66]4([CH2:64][CH3:65])[CH2:68][CH2:67]4)(=[O:71])=[O:70])=[O:58])=[CH:31][C:32]=3[N:33]3[CH2:39][C:38]([C:40]([N:42]4[CH:43]5[CH2:49][CH2:48][CH:47]4[CH2:46][N:45]([CH3:50])[CH2:44]5)=[O:41])=[CH:37][C:36]4[CH:51]=[C:52]([O:55][CH3:56])[CH:53]=[CH:54][C:35]=4[C:34]=23)[CH2:25][CH2:24][CH2:23][CH2:22][CH2:21]1. The yield is 0.450. (6) The yield is 0.910. The product is [CH2:1]([O:8][C:9]1[CH:10]=[CH:11][N:12]=[C:13]([NH:17][NH:18][C:30](=[O:31])[CH2:29][CH:26]2[CH2:28][CH2:27]2)[C:14]=1[C:15]#[N:16])[C:2]1[CH:3]=[CH:4][CH:5]=[CH:6][CH:7]=1. The reactants are [CH2:1]([O:8][C:9]1[C:14]([C:15]#[N:16])=[C:13]([NH:17][NH2:18])[N:12]=[CH:11][CH:10]=1)[C:2]1[CH:7]=[CH:6][CH:5]=[CH:4][CH:3]=1.C(N(CC)CC)C.[CH:26]1([CH2:29][C:30](Cl)=[O:31])[CH2:28][CH2:27]1. The catalyst is C(Cl)Cl. (7) The reactants are [C:1]([C:3]1[CH:19]=[CH:18][C:6]([O:7][C:8]2[CH:9]=[CH:10][C:11]3[B:15]([OH:16])[O:14][CH2:13][C:12]=3[CH:17]=2)=[CH:5][CH:4]=1)#[N:2].[N-:20]=[N+:21]=[N-:22].[Na+].[Cl-].[NH4+].O. The catalyst is CN(C)C=O. The product is [NH:20]1[C:1]([C:3]2[CH:19]=[CH:18][C:6]([O:7][C:8]3[CH:9]=[CH:10][C:11]4[B:15]([OH:16])[O:14][CH2:13][C:12]=4[CH:17]=3)=[CH:5][CH:4]=2)=[N:2][N:22]=[N:21]1. The yield is 0.230.